From a dataset of Full USPTO retrosynthesis dataset with 1.9M reactions from patents (1976-2016). Predict the reactants needed to synthesize the given product. (1) Given the product [CH:13]1[C:14]2[CH2:2][C:3]3[C:8](=[CH:7][CH:6]=[CH:5][CH:4]=3)[C:9]=2[CH:10]=[CH:11][C:12]=1[C:15]([OH:17])=[O:16], predict the reactants needed to synthesize it. The reactants are: O=[C:2]1[C:14]2[CH:13]=[C:12]([C:15]([OH:17])=[O:16])[CH:11]=[CH:10][C:9]=2[C:8]2[C:3]1=[CH:4][CH:5]=[CH:6][CH:7]=2.[OH-].[Na+].O.NN.Cl. (2) The reactants are: [F:1][C:2]1[CH:3]=[C:4]2[C:9](=[CH:10][CH:11]=1)[N:8]=[C:7]([NH:12][C:13](=[O:17])OCC)[C:6]([O:18][CH3:19])=[N:5]2.[CH3:20][O:21][C:22]1[CH:23]=[C:24]([N:30]2[CH2:35][CH2:34][NH:33][CH2:32][CH2:31]2)[CH:25]=[C:26]([O:28][CH3:29])[CH:27]=1. Given the product [F:1][C:2]1[CH:3]=[C:4]2[C:9](=[CH:10][CH:11]=1)[N:8]=[C:7]([NH:12][C:13]([N:33]1[CH2:32][CH2:31][N:30]([C:24]3[CH:23]=[C:22]([O:21][CH3:20])[CH:27]=[C:26]([O:28][CH3:29])[CH:25]=3)[CH2:35][CH2:34]1)=[O:17])[C:6]([O:18][CH3:19])=[N:5]2, predict the reactants needed to synthesize it. (3) Given the product [C:29]1([C:35]#[C:36][C:2]2[CH:7]=[CH:6][C:5]([C:8](=[O:28])[C:9]([C:11]3[CH:16]=[CH:15][CH:14]=[C:13]([C:17](=[O:27])[C:18]([C:20]4[CH:25]=[CH:24][C:23]([C:37]#[C:38][C:57]5[CH:58]=[CH:59][CH:60]=[CH:61][CH:62]=5)=[CH:22][CH:21]=4)=[O:19])[CH:12]=3)=[O:10])=[CH:4][CH:3]=2)[CH:34]=[CH:33][CH:32]=[CH:31][CH:30]=1, predict the reactants needed to synthesize it. The reactants are: Br[C:2]1[CH:7]=[CH:6][C:5]([C:8](=[O:28])[C:9]([C:11]2[CH:16]=[CH:15][CH:14]=[C:13]([C:17](=[O:27])[C:18]([C:20]3[CH:25]=[CH:24][C:23](Br)=[CH:22][CH:21]=3)=[O:19])[CH:12]=2)=[O:10])=[CH:4][CH:3]=1.[C:29]1([C:35]#[CH:36])[CH:34]=[CH:33][CH:32]=[CH:31][CH:30]=1.[CH2:37](N(CC)CC)[CH3:38].[C:57]1(P([C:57]2[CH:62]=[CH:61][CH:60]=[CH:59][CH:58]=2)[C:57]2[CH:62]=[CH:61][CH:60]=[CH:59][CH:58]=2)[CH:62]=[CH:61][CH:60]=[CH:59][CH:58]=1. (4) Given the product [F:1][C:2]1[CH:7]=[CH:6][C:5]([O:8][C:14]2[CH:21]=[CH:20][C:19]([CH:22]=[O:23])=[CH:18][C:15]=2[C:16]#[N:17])=[CH:4][C:3]=1[C:9]([F:10])([F:11])[F:12], predict the reactants needed to synthesize it. The reactants are: [F:1][C:2]1[CH:7]=[CH:6][C:5]([OH:8])=[CH:4][C:3]=1[C:9]([F:12])([F:11])[F:10].F[C:14]1[CH:21]=[CH:20][C:19]([CH:22]=[O:23])=[CH:18][C:15]=1[C:16]#[N:17].C([O-])([O-])=O.[K+].[K+]. (5) The reactants are: [CH:1]([O:4][C:5]([N:7]1[CH2:12][CH2:11][CH:10]([CH:13]2[O:22][C:16]3=[CH:17][N:18]=[C:19](Cl)[CH:20]=[C:15]3[CH2:14]2)[CH2:9][CH2:8]1)=[O:6])([CH3:3])[CH3:2].[CH3:23][S:24]([CH2:27][C:28]1[CH:33]=[CH:32][C:31](B(O)O)=[CH:30][CH:29]=1)(=[O:26])=[O:25]. Given the product [CH:1]([O:4][C:5]([N:7]1[CH2:12][CH2:11][CH:10]([CH:13]2[O:22][C:16]3=[CH:17][N:18]=[C:19]([C:31]4[CH:30]=[CH:29][C:28]([CH2:27][S:24]([CH3:23])(=[O:26])=[O:25])=[CH:33][CH:32]=4)[CH:20]=[C:15]3[CH2:14]2)[CH2:9][CH2:8]1)=[O:6])([CH3:3])[CH3:2], predict the reactants needed to synthesize it. (6) Given the product [Br:12][C:10]1[CH:11]=[C:6]([O:4][CH2:2][CH3:3])[CH:7]=[N:8][CH:9]=1, predict the reactants needed to synthesize it. The reactants are: [Na].[CH2:2]([OH:4])[CH3:3].Br[C:6]1[CH:7]=[N:8][CH:9]=[C:10]([Br:12])[CH:11]=1.CN(C=O)C.